This data is from Reaction yield outcomes from USPTO patents with 853,638 reactions. The task is: Predict the reaction yield, written as a fraction of the theoretical maximum amount of product (1.0 means a 100% yield; for example, 0.34 means a 34% yield). (1) The reactants are [NH2:1][C:2]1[CH:10]=[CH:9][C:8]([CH3:11])=[CH:7][C:3]=1[C:4]([OH:6])=[O:5].Cl[C:13](OCC)=[O:14]. The catalyst is C(Cl)(=O)C. The product is [CH3:11][C:8]1[CH:7]=[C:3]2[C:4]([O:6][C:13](=[O:14])[NH:1][C:2]2=[CH:10][CH:9]=1)=[O:5]. The yield is 0.800. (2) The reactants are [CH3:1][C:2]([CH3:22])([CH3:21])[CH2:3][C:4]([NH:6][C:7]1[C:8]([CH3:20])=[C:9]([CH3:19])[C:10]2[O:14][C:13]([CH3:16])([CH3:15])[C:12](=[O:17])[C:11]=2[CH:18]=1)=[O:5]. The catalyst is C1COCC1.CCCCCC. The product is [OH:17][CH:12]1[C:11]2[CH:18]=[C:7]([NH:6][C:4](=[O:5])[CH2:3][C:2]([CH3:21])([CH3:1])[CH3:22])[C:8]([CH3:20])=[C:9]([CH3:19])[C:10]=2[O:14][C:13]1([CH3:16])[CH3:15]. The yield is 0.920. (3) The reactants are CC([O-])(CC)C.[Na+].Cl[C:9]1[N:14]=[C:13]2[O:15][C:16]([C:22]3[CH:27]=[CH:26][C:25]([F:28])=[CH:24][CH:23]=3)=[C:17]([C:18](=[O:21])[NH:19][CH3:20])[C:12]2=[CH:11][C:10]=1[C:29]1[CH:30]=[C:31]([CH:39]=[CH:40][CH:41]=1)[C:32]([O:34][C:35]([CH3:38])([CH3:37])[CH3:36])=[O:33].[F:42][C:43]([F:47])([F:46])[CH2:44][NH2:45]. No catalyst specified. The product is [F:28][C:25]1[CH:24]=[CH:23][C:22]([C:16]2[O:15][C:13]3=[N:14][C:9]([NH:45][CH2:44][C:43]([F:47])([F:46])[F:42])=[C:10]([C:29]4[CH:30]=[C:31]([CH:39]=[CH:40][CH:41]=4)[C:32]([O:34][C:35]([CH3:37])([CH3:36])[CH3:38])=[O:33])[CH:11]=[C:12]3[C:17]=2[C:18](=[O:21])[NH:19][CH3:20])=[CH:27][CH:26]=1. The yield is 0.580. (4) The reactants are [C:1]([C:4]1[CH:5]=[C:6]([CH:17]=[CH:18][CH:19]=1)[O:7][C:8]1[CH:13]=[CH:12][C:11]([N+:14]([O-])=O)=[CH:10][CH:9]=1)([OH:3])=[O:2]. The catalyst is CO.[Pd]. The product is [C:1]([C:4]1[CH:5]=[C:6]([CH:17]=[CH:18][CH:19]=1)[O:7][C:8]1[CH:13]=[CH:12][C:11]([NH2:14])=[CH:10][CH:9]=1)([OH:3])=[O:2]. The yield is 0.480. (5) The yield is 0.990. The catalyst is CN(C=O)C.C(OCC)(=O)C. The product is [CH3:17][O:15][C:14]([C@H:9]1[CH2:10][CH2:11][CH2:12][CH2:13][N:8]1[C:6]([O:5][C:1]([CH3:4])([CH3:2])[CH3:3])=[O:7])=[O:16]. The reactants are [C:1]([O:5][C:6]([N:8]1[CH2:13][CH2:12][CH2:11][CH2:10][C@@H:9]1[C:14]([OH:16])=[O:15])=[O:7])([CH3:4])([CH3:3])[CH3:2].[C:17]([O-])([O-])=O.[K+].[K+].CI. (6) The reactants are [CH2:1]([NH2:8])[C:2]1[CH:7]=[CH:6][CH:5]=[CH:4][CH:3]=1.[OH:9][C:10]1[CH:15]=[CH:14][C:13]([CH2:16][CH2:17][C:18](OC)=[O:19])=[CH:12][CH:11]=1. The catalyst is Cl. The product is [CH2:1]([NH:8][C:18](=[O:19])[CH2:17][CH2:16][C:13]1[CH:14]=[CH:15][C:10]([OH:9])=[CH:11][CH:12]=1)[C:2]1[CH:7]=[CH:6][CH:5]=[CH:4][CH:3]=1. The yield is 0.980. (7) The reactants are [CH3:1][C:2]([C:5]1[CH:30]=[CH:29][C:8]([C:9]([NH:11][C:12]2[S:13][C:14]([CH2:17][S:18][C:19]3[CH:20]=[CH:21][C:22]([CH3:28])=[C:23]([CH:27]=3)[C:24](O)=[O:25])=[CH:15][N:16]=2)=[O:10])=[CH:7][CH:6]=1)([CH3:4])[CH3:3].[N:31]1[CH:36]=[CH:35][CH:34]=[N:33][C:32]=1[N:37]1[CH2:42][CH2:41][NH:40][CH2:39][CH2:38]1.F[P-](F)(F)(F)(F)F.N1(O[P+](N(C)C)(N(C)C)N(C)C)C2C=CC=CC=2N=N1.CN1CCOCC1. The catalyst is CN(C=O)C.C(OCC)(=O)C. The product is [CH3:1][C:2]([C:5]1[CH:30]=[CH:29][C:8]([C:9]([NH:11][C:12]2[S:13][C:14]([CH2:17][S:18][C:19]3[CH:20]=[CH:21][C:22]([CH3:28])=[C:23]([C:24]([N:40]4[CH2:41][CH2:42][N:37]([C:32]5[N:31]=[CH:36][CH:35]=[CH:34][N:33]=5)[CH2:38][CH2:39]4)=[O:25])[CH:27]=3)=[CH:15][N:16]=2)=[O:10])=[CH:7][CH:6]=1)([CH3:4])[CH3:3]. The yield is 0.630. (8) The reactants are F[C:2]1[CH:12]=[CH:11][C:5]([C:6]([O:8][CH2:9][CH3:10])=[O:7])=[CH:4][C:3]=1[N+:13]([O-:15])=[O:14].C([O-])([O-])=O.[Cs+].[Cs+].[C:22]([O:31][CH3:32])(=[O:30])[C:23]1[C:24](=[CH:26][CH:27]=[CH:28][CH:29]=1)[OH:25]. The catalyst is CN(C=O)C.CCOC(C)=O. The product is [CH2:9]([O:8][C:6](=[O:7])[C:5]1[CH:11]=[CH:12][C:2]([O:25][C:24]2[CH:26]=[CH:27][CH:28]=[CH:29][C:23]=2[C:22]([O:31][CH3:32])=[O:30])=[C:3]([N+:13]([O-:15])=[O:14])[CH:4]=1)[CH3:10]. The yield is 0.910. (9) The reactants are [NH2:1][C:2]1[CH:3]=[N:4][CH:5]=[CH:6][C:7]=1[N:8]1[CH2:13][CH2:12][C@@H:11]([O:14][Si:15]([C:18]([CH3:21])([CH3:20])[CH3:19])([CH3:17])[CH3:16])[C@H:10]([NH:22][C:23](=[O:29])[O:24][C:25]([CH3:28])([CH3:27])[CH3:26])[CH2:9]1.[NH2:30][C:31]1[C:32]([C:38](O)=[O:39])=[N:33][C:34]([Br:37])=[CH:35][CH:36]=1. No catalyst specified. The product is [NH2:30][C:31]1[C:32]([C:38]([NH:1][C:2]2[CH:3]=[N:4][CH:5]=[CH:6][C:7]=2[N:8]2[CH2:13][CH2:12][C@@H:11]([O:14][Si:15]([C:18]([CH3:21])([CH3:20])[CH3:19])([CH3:17])[CH3:16])[C@H:10]([NH:22][C:23](=[O:29])[O:24][C:25]([CH3:28])([CH3:27])[CH3:26])[CH2:9]2)=[O:39])=[N:33][C:34]([Br:37])=[CH:35][CH:36]=1. The yield is 0.270. (10) The reactants are [NH:1]1[CH2:4][CH:3]([CH2:5][C:6]2[S:7][C:8]3[N:9]=[C:10]([N:21]4[C:25]5[CH:26]=[CH:27][CH:28]=[CH:29][C:24]=5[N:23]=[C:22]4[CH2:30][CH3:31])[N:11]=[C:12]([N:15]4[CH2:20][CH2:19][O:18][CH2:17][CH2:16]4)[C:13]=3[N:14]=2)[CH2:2]1.[OH:32][C:33]([CH3:38])([CH3:37])[C:34](O)=[O:35].CN(C(ON1N=NC2C=CC=NC1=2)=[N+](C)C)C.F[P-](F)(F)(F)(F)F.CCN(C(C)C)C(C)C. The catalyst is C(Cl)Cl. The product is [CH2:30]([C:22]1[N:21]([C:10]2[N:11]=[C:12]([N:15]3[CH2:20][CH2:19][O:18][CH2:17][CH2:16]3)[C:13]3[N:14]=[C:6]([CH2:5][CH:3]4[CH2:2][N:1]([C:34](=[O:35])[C:33]([OH:32])([CH3:38])[CH3:37])[CH2:4]4)[S:7][C:8]=3[N:9]=2)[C:25]2[CH:26]=[CH:27][CH:28]=[CH:29][C:24]=2[N:23]=1)[CH3:31]. The yield is 0.350.